The task is: Regression. Given a peptide amino acid sequence and an MHC pseudo amino acid sequence, predict their binding affinity value. This is MHC class II binding data.. This data is from Peptide-MHC class II binding affinity with 134,281 pairs from IEDB. (1) The peptide sequence is AYGSFVRTVSLPVGA. The MHC is DRB1_1302 with pseudo-sequence DRB1_1302. The binding affinity (normalized) is 0.908. (2) The peptide sequence is LSFAAALNGLAGPLH. The MHC is HLA-DQA10102-DQB10602 with pseudo-sequence HLA-DQA10102-DQB10602. The binding affinity (normalized) is 0.606. (3) The peptide sequence is TTAAGAASGAATVAA. The MHC is DRB1_1302 with pseudo-sequence DRB1_1302. The binding affinity (normalized) is 0.0524.